This data is from Forward reaction prediction with 1.9M reactions from USPTO patents (1976-2016). The task is: Predict the product of the given reaction. (1) Given the reactants CC1C=C(C)C=C(C)C=1S([O-])(=O)=O.[NH2:14][N+:15]1[CH:20]=[C:19]([Br:21])[CH:18]=[C:17]([NH2:22])[CH:16]=1.C(=O)([O-])[O-].[K+].[K+].[C:29]([O:33][CH3:34])(=[O:32])[C:30]#[CH:31].O, predict the reaction product. The product is: [NH2:22][C:17]1[C:16]2[N:15]([N:14]=[CH:31][C:30]=2[C:29]([O:33][CH3:34])=[O:32])[CH:20]=[C:19]([Br:21])[CH:18]=1. (2) Given the reactants [OH:1][C:2]1[CH:7]=[C:6]([O:8][CH2:9][CH2:10][O:11][CH3:12])[CH:5]=[CH:4][C:3]=1/[CH:13]=[CH:14]/[C:15]([O:17][CH2:18][CH3:19])=[O:16].Br[CH2:21][CH:22]1[CH2:27][CH2:26][CH2:25][CH2:24][CH2:23]1.C(=O)([O-])[O-].[K+].[K+].[I-].[Na+], predict the reaction product. The product is: [CH:22]1([CH2:21][O:1][C:2]2[CH:7]=[C:6]([O:8][CH2:9][CH2:10][O:11][CH3:12])[CH:5]=[CH:4][C:3]=2/[CH:13]=[CH:14]/[C:15]([O:17][CH2:18][CH3:19])=[O:16])[CH2:27][CH2:26][CH2:25][CH2:24][CH2:23]1. (3) The product is: [Cl:1][C:2]1[C:3]([O:13][CH3:14])=[CH:4][C:5]([O:12][CH2:34][C@@H:35]2[CH2:37][O:36]2)=[C:6]([NH:8][C:9](=[O:11])[CH3:10])[CH:7]=1. Given the reactants [Cl:1][C:2]1[C:3]([O:13][CH3:14])=[CH:4][C:5]([OH:12])=[C:6]([NH:8][C:9](=[O:11])[CH3:10])[CH:7]=1.C(=O)([O-])[O-].[Cs+].[Cs+].[N+](C1C=C(S(O[CH2:34][C@@H:35]2[CH2:37][O:36]2)(=O)=O)C=CC=1)([O-])=O, predict the reaction product. (4) Given the reactants [Br:1][C:2]1[CH:10]=[CH:9][C:5]([C:6]([OH:8])=O)=[CH:4][N:3]=1.C(N(CC)C(C)C)(C)C.[CH3:20][C:21]([NH:25][CH3:26])([CH3:24])[CH2:22][OH:23].C(=O)([O-])O.[Na+], predict the reaction product. The product is: [Br:1][C:2]1[CH:10]=[CH:9][C:5]([C:6]([N:25]([C:21]([CH3:24])([CH3:20])[CH2:22][OH:23])[CH3:26])=[O:8])=[CH:4][N:3]=1. (5) Given the reactants [Al+3].[Cl-].[Cl-].[Cl-].[H-].[H-].[H-].[H-].[Li+].[Al+3].[Br:11][C:12]1[CH:17]=[CH:16][C:15]([OH:18])=[C:14]([CH:19](O)[C:20]2[CH:25]=[CH:24][CH:23]=[CH:22][CH:21]=2)[CH:13]=1.CCOCC.CO, predict the reaction product. The product is: [CH2:19]([C:14]1[CH:13]=[C:12]([Br:11])[CH:17]=[CH:16][C:15]=1[OH:18])[C:20]1[CH:21]=[CH:22][CH:23]=[CH:24][CH:25]=1. (6) Given the reactants [NH2:1][C:2]1[N:3]=[CH:4][C:5]([C:14]2[S:15][C:16]([N:19]([CH:27]([CH3:29])[CH3:28])[C:20](=[O:26])[O:21][C:22]([CH3:25])([CH3:24])[CH3:23])=[CH:17][N:18]=2)=[N:6][C:7]=1[C:8]1[CH:13]=[CH:12][CH:11]=[CH:10][CH:9]=1.Cl[CH2:31][CH:32]=O, predict the reaction product. The product is: [CH:27]([N:19]([C:16]1[S:15][C:14]([C:5]2[N:6]=[C:7]([C:8]3[CH:13]=[CH:12][CH:11]=[CH:10][CH:9]=3)[C:2]3[N:3]([CH:31]=[CH:32][N:1]=3)[CH:4]=2)=[N:18][CH:17]=1)[C:20](=[O:26])[O:21][C:22]([CH3:23])([CH3:24])[CH3:25])([CH3:29])[CH3:28]. (7) Given the reactants [CH3:1][CH:2]([CH:5]=[CH2:6])[CH2:3][OH:4].[In].[Br:8][Si](C)(C)C.[CH:13]([C:15]1[O:19][N:18]=[C:17]([C:20]([O:22][CH2:23][CH3:24])=[O:21])[C:16]=1[CH3:25])=O.C([O-])(O)=O.[Na+], predict the reaction product. The product is: [Br:8][CH:5]1[CH:2]([CH3:1])[CH2:3][O:4][CH:13]([C:15]2[O:19][N:18]=[C:17]([C:20]([O:22][CH2:23][CH3:24])=[O:21])[C:16]=2[CH3:25])[CH2:6]1. (8) Given the reactants [NH2:1][C:2]1[CH:3]=[CH:4][C:5]([Cl:13])=[C:6]([C:8]([CH3:12])([CH3:11])[C:9]#[N:10])[CH:7]=1.[CH3:14][O:15][C:16]1[CH:17]=[C:18]([CH:22]=[CH:23][C:24]=1[O:25][CH3:26])[C:19](Cl)=[O:20].C(N(CC)CC)C, predict the reaction product. The product is: [Cl:13][C:5]1[CH:4]=[CH:3][C:2]([NH:1][C:19](=[O:20])[C:18]2[CH:22]=[CH:23][C:24]([O:25][CH3:26])=[C:16]([O:15][CH3:14])[CH:17]=2)=[CH:7][C:6]=1[C:8]([C:9]#[N:10])([CH3:11])[CH3:12]. (9) Given the reactants [NH2:1][C:2]1[CH:3]=[C:4]([C:15]([O:17][CH3:18])=[O:16])[C:5]2[O:9][C:8]([CH3:11])([CH3:10])[CH2:7][C:6]=2[C:12]=1[NH:13][CH3:14].[Cl:19][C:20]1[CH:25]=[CH:24][CH:23]=[C:22]([F:26])[C:21]=1[N:27]=[C:28]=S, predict the reaction product. The product is: [Cl:19][C:20]1[CH:25]=[CH:24][CH:23]=[C:22]([F:26])[C:21]=1[NH:27][C:28]1[N:13]([CH3:14])[C:12]2[C:6]3[CH2:7][C:8]([CH3:11])([CH3:10])[O:9][C:5]=3[C:4]([C:15]([O:17][CH3:18])=[O:16])=[CH:3][C:2]=2[N:1]=1.